From a dataset of Forward reaction prediction with 1.9M reactions from USPTO patents (1976-2016). Predict the product of the given reaction. Given the reactants [Cl:1][C:2]1[CH:3]=[C:4]2[C:9](=[CH:10][CH:11]=1)[N:8]=[CH:7][CH:6]=[CH:5]2, predict the reaction product. The product is: [Cl:1][C:2]1[CH:3]=[C:4]2[C:9](=[CH:10][CH:11]=1)[NH:8][CH2:7][CH2:6][CH2:5]2.